Dataset: Forward reaction prediction with 1.9M reactions from USPTO patents (1976-2016). Task: Predict the product of the given reaction. (1) Given the reactants C(NC(C)C)(C)C.[H-].[Na+].[CH2:10]1[CH2:14][O:13][CH2:12][CH2:11]1.[C:15]1([CH:21]([CH2:25]C)[C:22]([OH:24])=[O:23])C=C[CH:18]=[CH:17][CH:16]=1.[H][H].[Li]CCCC.CO[C:36]1[CH:43]=[CH:42][C:39]([CH2:40]Cl)=[CH:38][CH:37]=1, predict the reaction product. The product is: [CH3:12][O:13][C:14]1[CH:10]=[CH:11][C:16]([CH2:15][CH:21]([CH2:25][CH2:40][C:39]2[CH:38]=[CH:37][CH:36]=[CH:43][CH:42]=2)[C:22]([OH:24])=[O:23])=[CH:17][CH:18]=1. (2) Given the reactants [NH2:1][C:2]1[CH:3]=[C:4]([CH:7]=[CH:8][C:9]=1[NH:10][CH3:11])[C:5]#[N:6].[NH2:12][C:13]1[S:14][C:15]2[CH:21]=[C:20]([O:22][C:23]([F:26])([F:25])[F:24])[CH:19]=[CH:18][C:16]=2[N:17]=1.[C:27](N1C=CN=C1)(N1C=CN=C1)=S, predict the reaction product. The product is: [CH3:11][N:10]1[C:9]2[CH:8]=[CH:7][C:4]([C:5]#[N:6])=[CH:3][C:2]=2[N:1]=[C:27]1[NH:12][C:13]1[S:14][C:15]2[CH:21]=[C:20]([O:22][C:23]([F:26])([F:24])[F:25])[CH:19]=[CH:18][C:16]=2[N:17]=1. (3) The product is: [C:17]([NH:4][C:3]1[CH:5]=[CH:6][CH:7]=[CH:8][C:2]=1[C:1]([NH2:10])=[O:9])(=[O:19])[CH3:18]. Given the reactants [C:1]([NH2:10])(=[O:9])[C:2]1[C:3](=[CH:5][CH:6]=[CH:7][CH:8]=1)[NH2:4].N1C=CC=CC=1.[C:17](Cl)(=[O:19])[CH3:18], predict the reaction product. (4) Given the reactants [F:1][C:2]1[C:3]([N:17]=[CH:18]N(C)C)=[N:4][C:5]([O:8][N:9]=[CH:10][C:11]2[CH:16]=[CH:15][CH:14]=[CH:13][CH:12]=2)=[N:6][CH:7]=1.Cl.[O:23]1CCOCC1, predict the reaction product. The product is: [F:1][C:2]1[C:3]([NH:17][CH:18]=[O:23])=[N:4][C:5]([O:8][N:9]=[CH:10][C:11]2[CH:16]=[CH:15][CH:14]=[CH:13][CH:12]=2)=[N:6][CH:7]=1. (5) Given the reactants [Cl:1][C:2]1[CH:26]=[C:25]([Cl:27])[CH:24]=[CH:23][C:3]=1[CH2:4][O:5][C:6]1[C:17]([CH3:18])=[C:16]([O:19][CH2:20][O:21][CH3:22])[CH:15]=[CH:14][C:7]=1[C:8](N(OC)C)=[O:9].[H-].C([Al+]CC(C)C)C(C)C.[Cl-].[NH4+], predict the reaction product. The product is: [Cl:1][C:2]1[CH:26]=[C:25]([Cl:27])[CH:24]=[CH:23][C:3]=1[CH2:4][O:5][C:6]1[C:17]([CH3:18])=[C:16]([O:19][CH2:20][O:21][CH3:22])[CH:15]=[CH:14][C:7]=1[CH:8]=[O:9].